This data is from Catalyst prediction with 721,799 reactions and 888 catalyst types from USPTO. The task is: Predict which catalyst facilitates the given reaction. (1) Reactant: [NH2:1][C:2]1[S:3][CH:4]=[C:5]([CH2:7][O:8]/[N:9]=[C:10](/[C:15]2[CH:20]=[CH:19][CH:18]=[CH:17][CH:16]=2)\[C:11](=[N:13]\[OH:14])\[NH2:12])[N:6]=1.C1N=CN([C:26](N2C=NC=C2)=[O:27])C=1. Product: [NH2:1][C:2]1[S:3][CH:4]=[C:5]([CH2:7][O:8]/[N:9]=[C:10](/[C:15]2[CH:20]=[CH:19][CH:18]=[CH:17][CH:16]=2)\[C:11]2[NH:12][C:26](=[O:27])[O:14][N:13]=2)[N:6]=1. The catalyst class is: 3. (2) Reactant: [CH2:1]([N:7]1[CH2:12][CH:11]2[CH:9]([C:10]2([C:14]2[CH:19]=[CH:18][CH:17]=[CH:16][C:15]=2[NH2:20])[CH3:13])[CH2:8]1)[CH2:2][CH2:3][CH2:4][CH2:5][CH3:6].[CH3:21][S:22](Cl)(=[O:24])=[O:23].ClCCl. Product: [NH3:7].[CH2:1]([N:7]1[CH2:8][CH:9]2[CH:11]([C:10]2([C:14]2[CH:19]=[CH:18][CH:17]=[CH:16][C:15]=2[NH:20][S:22]([CH3:21])(=[O:24])=[O:23])[CH3:13])[CH2:12]1)[CH2:2][CH2:3][CH2:4][CH2:5][CH3:6]. The catalyst class is: 17. (3) Reactant: O.[OH-].[Li+].[CH2:4]([S:6][C:7]1[CH:8]=[C:9]([CH:23]=[CH:24][CH:25]=1)[O:10][C:11]1[N:21]=[CH:20][C:19]([F:22])=[CH:18][C:12]=1[C:13]([O:15]CC)=[O:14])[CH3:5]. Product: [CH2:4]([S:6][C:7]1[CH:8]=[C:9]([CH:23]=[CH:24][CH:25]=1)[O:10][C:11]1[N:21]=[CH:20][C:19]([F:22])=[CH:18][C:12]=1[C:13]([OH:15])=[O:14])[CH3:5]. The catalyst class is: 30. (4) The catalyst class is: 5. Product: [C:39]([O:38][C:36](=[O:37])[NH:2][C:3]([CH2:4][OH:5])([CH3:26])[CH2:6][CH2:7][C:8]1[CH:13]=[CH:12][C:11]([O:14][CH2:15][CH2:16][CH2:17][CH2:18][CH2:19][CH2:20][CH3:21])=[C:10]([C:22]([F:23])([F:24])[F:25])[CH:9]=1)([CH3:42])([CH3:41])[CH3:40]. Reactant: Cl.[NH2:2][C:3]([CH3:26])([CH2:6][CH2:7][C:8]1[CH:13]=[CH:12][C:11]([O:14][CH2:15][CH2:16][CH2:17][CH2:18][CH2:19][CH2:20][CH3:21])=[C:10]([C:22]([F:25])([F:24])[F:23])[CH:9]=1)[CH2:4][OH:5].C(N(CC)C(C)C)(C)C.[C:36](O[C:36]([O:38][C:39]([CH3:42])([CH3:41])[CH3:40])=[O:37])([O:38][C:39]([CH3:42])([CH3:41])[CH3:40])=[O:37]. (5) Reactant: Cl[C:2]1[C:7]([C:8]([F:11])([F:10])[F:9])=[CH:6][CH:5]=[CH:4][N:3]=1.[CH3:12][O:13][C:14]1[CH:21]=[CH:20][C:17]([CH2:18][NH2:19])=[CH:16][CH:15]=1.CCN(C(C)C)C(C)C. The catalyst class is: 51. Product: [CH3:12][O:13][C:14]1[CH:21]=[CH:20][C:17]([CH2:18][NH:19][C:2]2[C:7]([C:8]([F:11])([F:10])[F:9])=[CH:6][CH:5]=[CH:4][N:3]=2)=[CH:16][CH:15]=1.